From a dataset of Full USPTO retrosynthesis dataset with 1.9M reactions from patents (1976-2016). Predict the reactants needed to synthesize the given product. Given the product [F:1][C:2]1[CH:3]=[C:4]2[C:10]([C:11]3[N:16]=[C:15]([S:17]([CH3:18])=[O:38])[C:14]([F:19])=[CH:13][N:12]=3)=[CH:9][N:8]([S:20]([C:23]3[CH:29]=[CH:28][C:26]([CH3:27])=[CH:25][CH:24]=3)(=[O:22])=[O:21])[C:5]2=[N:6][CH:7]=1, predict the reactants needed to synthesize it. The reactants are: [F:1][C:2]1[CH:3]=[C:4]2[C:10]([C:11]3[N:16]=[C:15]([S:17][CH3:18])[C:14]([F:19])=[CH:13][N:12]=3)=[CH:9][N:8]([S:20]([C:23]3[CH:29]=[CH:28][C:26]([CH3:27])=[CH:25][CH:24]=3)(=[O:22])=[O:21])[C:5]2=[N:6][CH:7]=1.C1C=C(Cl)C=C(C(OO)=[O:38])C=1.